From a dataset of Peptide-MHC class II binding affinity with 134,281 pairs from IEDB. Regression. Given a peptide amino acid sequence and an MHC pseudo amino acid sequence, predict their binding affinity value. This is MHC class II binding data. (1) The peptide sequence is MYLGTCKTLTPLMSS. The MHC is HLA-DQA10102-DQB10602 with pseudo-sequence HLA-DQA10102-DQB10602. The binding affinity (normalized) is 0.389. (2) The peptide sequence is TMSLYMAISPKFTTS. The MHC is DRB1_0401 with pseudo-sequence DRB1_0401. The binding affinity (normalized) is 0.670. (3) The peptide sequence is KEDFLRCLVKEIPPR. The MHC is DRB3_0101 with pseudo-sequence DRB3_0101. The binding affinity (normalized) is 0.386. (4) The peptide sequence is RTEQKDFDGRSEFAY. The MHC is DRB1_1302 with pseudo-sequence DRB1_1302. The binding affinity (normalized) is 0.0969. (5) The peptide sequence is ELKYFAATQFEPLAA. The MHC is HLA-DPA10301-DPB10402 with pseudo-sequence HLA-DPA10301-DPB10402. The binding affinity (normalized) is 0.867.